From a dataset of NCI-60 drug combinations with 297,098 pairs across 59 cell lines. Regression. Given two drug SMILES strings and cell line genomic features, predict the synergy score measuring deviation from expected non-interaction effect. (1) Drug 1: C1CCC(C1)C(CC#N)N2C=C(C=N2)C3=C4C=CNC4=NC=N3. Drug 2: CC1CCCC2(C(O2)CC(NC(=O)CC(C(C(=O)C(C1O)C)(C)C)O)C(=CC3=CSC(=N3)C)C)C. Cell line: SN12C. Synergy scores: CSS=6.55, Synergy_ZIP=-3.52, Synergy_Bliss=-1.19, Synergy_Loewe=0.304, Synergy_HSA=0.589. (2) Drug 1: CS(=O)(=O)C1=CC(=C(C=C1)C(=O)NC2=CC(=C(C=C2)Cl)C3=CC=CC=N3)Cl. Drug 2: C1=CC(=C2C(=C1NCCNCCO)C(=O)C3=C(C=CC(=C3C2=O)O)O)NCCNCCO. Cell line: UACC-257. Synergy scores: CSS=17.5, Synergy_ZIP=2.85, Synergy_Bliss=7.54, Synergy_Loewe=-28.3, Synergy_HSA=5.41. (3) Drug 1: C1=CN(C=N1)CC(O)(P(=O)(O)O)P(=O)(O)O. Drug 2: CC1=C(N=C(N=C1N)C(CC(=O)N)NCC(C(=O)N)N)C(=O)NC(C(C2=CN=CN2)OC3C(C(C(C(O3)CO)O)O)OC4C(C(C(C(O4)CO)O)OC(=O)N)O)C(=O)NC(C)C(C(C)C(=O)NC(C(C)O)C(=O)NCCC5=NC(=CS5)C6=NC(=CS6)C(=O)NCCC[S+](C)C)O. Cell line: HL-60(TB). Synergy scores: CSS=16.3, Synergy_ZIP=-6.85, Synergy_Bliss=-8.91, Synergy_Loewe=-3.16, Synergy_HSA=-2.59. (4) Drug 1: CC1C(C(CC(O1)OC2CC(CC3=C2C(=C4C(=C3O)C(=O)C5=C(C4=O)C(=CC=C5)OC)O)(C(=O)C)O)N)O.Cl. Drug 2: CCN(CC)CCNC(=O)C1=C(NC(=C1C)C=C2C3=C(C=CC(=C3)F)NC2=O)C. Cell line: T-47D. Synergy scores: CSS=8.34, Synergy_ZIP=-4.20, Synergy_Bliss=0.202, Synergy_Loewe=-16.6, Synergy_HSA=-1.70.